Task: Predict the product of the given reaction.. Dataset: Forward reaction prediction with 1.9M reactions from USPTO patents (1976-2016) (1) Given the reactants [NH2:1][C:2]1[CH:10]=[CH:9][CH:8]=[C:7]2[C:3]=1[CH2:4][N:5]([CH:12]1[CH2:17][CH2:16][C:15](=[O:18])[NH:14][C:13]1=[O:19])[C:6]2=[O:11].[Cl:20][CH2:21][C:22](Cl)=[O:23], predict the reaction product. The product is: [O:19]=[C:13]1[CH:12]([N:5]2[CH2:4][C:3]3[C:7](=[CH:8][CH:9]=[CH:10][C:2]=3[NH:1][C:22](=[O:23])[CH2:21][Cl:20])[C:6]2=[O:11])[CH2:17][CH2:16][C:15](=[O:18])[NH:14]1. (2) Given the reactants [Br:1][C:2]1[CH:7]=[CH:6][CH:5]=[C:4]([N+:8]([O-:10])=[O:9])[C:3]=1F.[NH3:12], predict the reaction product. The product is: [Br:1][C:2]1[CH:7]=[CH:6][CH:5]=[C:4]([N+:8]([O-:10])=[O:9])[C:3]=1[NH2:12]. (3) Given the reactants COC1C=C2C(=CC=1OC)C(=O)CC2.Cl.[N+](C1C=CC(CNO)=CC=1)([O-])=O.N1C=CC=CC=1.[N+:34]([C:37]1[CH:59]=[CH:58][C:40]([CH2:41][O:42]/[N:43]=[C:44]2\[CH2:45]C[CH2:47][C:48]3[C:53]\2=[CH:52][C:51]([O:54][CH3:55])=[C:50]([O:56][CH3:57])[CH:49]=3)=[CH:39][CH:38]=1)([O-:36])=[O:35], predict the reaction product. The product is: [N+:34]([C:37]1[CH:59]=[CH:58][C:40]([CH2:41][O:42]/[N:43]=[C:44]2\[CH2:45][CH2:47][C:48]3[C:53]\2=[CH:52][C:51]([O:54][CH3:55])=[C:50]([O:56][CH3:57])[CH:49]=3)=[CH:39][CH:38]=1)([O-:36])=[O:35]. (4) The product is: [NH2:12][C:11]1[CH:10]=[CH:9][C:4]([C:5]([O:7][CH3:8])=[O:6])=[CH:3][C:2]=1[CH3:1]. Given the reactants [CH3:1][C:2]1[CH:3]=[C:4]([CH:9]=[CH:10][C:11]=1[N+:12]([O-])=O)[C:5]([O:7][CH3:8])=[O:6], predict the reaction product. (5) Given the reactants [H-].[Na+].[CH2:3]([SH:10])[C:4]1[CH:9]=[CH:8][CH:7]=[CH:6][CH:5]=1.Br[CH2:12][CH2:13][CH2:14][CH2:15][O:16][C:17](=[O:19])[CH3:18], predict the reaction product. The product is: [CH2:3]([S:10][CH2:12][CH2:13][CH2:14][CH2:15][O:16][C:17](=[O:19])[CH3:18])[C:4]1[CH:9]=[CH:8][CH:7]=[CH:6][CH:5]=1. (6) Given the reactants Cl.[CH3:2][CH:3]([CH3:23])[CH2:4][C@H:5]([NH2:22])[C:6]1[CH:7]=[N:8][C:9]([C:12]2[CH:17]=[CH:16][C:15]([C:18]([F:21])([F:20])[F:19])=[CH:14][CH:13]=2)=[N:10][CH:11]=1.[CH3:24][O:25][C:26](=[O:34])[C:27]1[CH:32]=[CH:31][C:30](F)=[N:29][CH:28]=1.C([O-])([O-])=O.[K+].[K+], predict the reaction product. The product is: [CH3:24][O:25][C:26](=[O:34])[C:27]1[CH:32]=[CH:31][C:30]([NH:22][C@H:5]([C:6]2[CH:7]=[N:8][C:9]([C:12]3[CH:17]=[CH:16][C:15]([C:18]([F:21])([F:20])[F:19])=[CH:14][CH:13]=3)=[N:10][CH:11]=2)[CH2:4][CH:3]([CH3:23])[CH3:2])=[N:29][CH:28]=1. (7) Given the reactants Br[C:2]1[CH:3]=[CH:4][C:5]2[O:14][CH2:13][CH2:12][C:11]3[S:10][C:9]([C:15]4[N:16]([CH:20]([CH3:22])[CH3:21])[N:17]=[CH:18][N:19]=4)=[N:8][C:7]=3[C:6]=2[CH:23]=1.[CH3:24][S:25]([C:28]1[CH:29]=[C:30](B(O)O)[CH:31]=[N:32][CH:33]=1)(=[O:27])=[O:26], predict the reaction product. The product is: [CH:20]([N:16]1[C:15]([C:9]2[S:10][C:11]3[CH2:12][CH2:13][O:14][C:5]4[CH:4]=[CH:3][C:2]([C:30]5[CH:31]=[N:32][CH:33]=[C:28]([S:25]([CH3:24])(=[O:27])=[O:26])[CH:29]=5)=[CH:23][C:6]=4[C:7]=3[N:8]=2)=[N:19][CH:18]=[N:17]1)([CH3:22])[CH3:21]. (8) Given the reactants [F:1][C:2]1([F:35])[CH2:6][C@H:5](/[CH:7]=[CH:8]/[C:9](=[O:21])[C@@H:10]([CH3:20])[CH2:11][CH2:12][CH2:13][C:14]2[CH:19]=[CH:18][CH:17]=[CH:16][CH:15]=2)[N:4]([CH2:22][CH2:23][CH2:24][C:25]2[S:29][C:28]([C:30]([O:32][CH3:33])=[O:31])=[CH:27][CH:26]=2)[C:3]1=[O:34].FC1(F)C[C@H](C=O)N(CCCC2SC(C(OC)=O)=CC=2)C1=O, predict the reaction product. The product is: [F:35][C:2]1([F:1])[CH2:6][C@H:5](/[CH:7]=[CH:8]/[C:9](=[O:21])[C@H:10]([CH3:20])[CH2:11][CH2:12][CH2:13][C:14]2[CH:19]=[CH:18][CH:17]=[CH:16][CH:15]=2)[N:4]([CH2:22][CH2:23][CH2:24][C:25]2[S:29][C:28]([C:30]([O:32][CH3:33])=[O:31])=[CH:27][CH:26]=2)[C:3]1=[O:34]. (9) Given the reactants C([Mg][Cl:9])[C:2]1[CH:7]=[CH:6][CH:5]=[CH:4][CH:3]=1.[CH3:10][N:11]([CH3:24])[C:12]1([C:22]#N)[CH2:21][CH2:20][C:15]2([O:19][CH2:18][CH2:17][O:16]2)[CH2:14][CH2:13]1.[Cl-].[NH4+].Cl[Si](C)(C)C, predict the reaction product. The product is: [ClH:9].[CH3:10][N:11]([CH3:24])[C:12]1([CH2:22][C:2]2[CH:7]=[CH:6][CH:5]=[CH:4][CH:3]=2)[CH2:21][CH2:20][C:15]2([O:19][CH2:18][CH2:17][O:16]2)[CH2:14][CH2:13]1. (10) Given the reactants [C:1]1([C:11]2[CH:25]=[C:14]3[NH:15][CH:16]=[C:17]([C:20]([O:22]CC)=[O:21])[C:18](=[O:19])[N:13]3[N:12]=2)[C:10]2[C:5](=[CH:6][CH:7]=[CH:8][CH:9]=2)[CH:4]=[CH:3][CH:2]=1.C(O)C.[Cl-].[NH4+], predict the reaction product. The product is: [C:1]1([C:11]2[CH:25]=[C:14]3[NH:15][CH:16]=[C:17]([C:20]([OH:22])=[O:21])[C:18](=[O:19])[N:13]3[N:12]=2)[C:10]2[C:5](=[CH:6][CH:7]=[CH:8][CH:9]=2)[CH:4]=[CH:3][CH:2]=1.